This data is from Full USPTO retrosynthesis dataset with 1.9M reactions from patents (1976-2016). The task is: Predict the reactants needed to synthesize the given product. (1) Given the product [CH3:1][O:2][CH2:3][CH:4]([NH:16][C:17]([N:19]1[CH2:24][C:23](=[O:25])[NH:22][C:21]2[C:26]([C:30]([OH:32])=[O:31])=[CH:27][CH:28]=[N:29][C:20]1=2)=[O:18])[C:5]1[CH:10]=[CH:9][C:8]([O:11][C:12]([F:14])([F:15])[F:13])=[CH:7][CH:6]=1, predict the reactants needed to synthesize it. The reactants are: [CH3:1][O:2][CH2:3][CH:4]([NH:16][C:17]([N:19]1[CH2:24][C:23](=[O:25])[NH:22][C:21]2[C:26]([C:30]([O:32]C)=[O:31])=[CH:27][CH:28]=[N:29][C:20]1=2)=[O:18])[C:5]1[CH:10]=[CH:9][C:8]([O:11][C:12]([F:15])([F:14])[F:13])=[CH:7][CH:6]=1.[OH-].[Na+].Cl. (2) Given the product [CH2:18]([O:17][C:14]1[CH:15]=[CH:16][C:11]([C:10]([NH:9][C:6]([CH3:8])([CH3:7])[C:5]([OH:26])=[O:4])=[O:25])=[CH:12][CH:13]=1)[C:19]1[CH:20]=[CH:21][CH:22]=[CH:23][CH:24]=1, predict the reactants needed to synthesize it. The reactants are: [Li+].[OH-].C[O:4][C:5](=[O:26])[C:6]([NH:9][C:10](=[O:25])[C:11]1[CH:16]=[CH:15][C:14]([O:17][CH2:18][C:19]2[CH:24]=[CH:23][CH:22]=[CH:21][CH:20]=2)=[CH:13][CH:12]=1)([CH3:8])[CH3:7].O.C(O)(=O)CC(CC(O)=O)(C(O)=O)O. (3) Given the product [CH3:21][S:22]([O:1][C@@H:2]1[CH2:11][CH2:10][C:9]2[C:4](=[CH:5][C:6]([F:13])=[CH:7][C:8]=2[F:12])[CH2:3]1)(=[O:24])=[O:23], predict the reactants needed to synthesize it. The reactants are: [OH:1][C@@H:2]1[CH2:11][CH2:10][C:9]2[C:4](=[CH:5][C:6]([F:13])=[CH:7][C:8]=2[F:12])[CH2:3]1.CCN(CC)CC.[CH3:21][S:22](Cl)(=[O:24])=[O:23].O. (4) The reactants are: [NH:1]1[C:9]2[C:4](=[CH:5][CH:6]=[CH:7][CH:8]=2)[CH:3]=[C:2]1[C:10]([O:12][CH2:13][CH3:14])=[O:11].[C:15]([O-])([O-])=O.[K+].[K+].S(OC)(OC)(=O)=O. Given the product [CH3:15][N:1]1[C:9]2[C:4](=[CH:5][CH:6]=[CH:7][CH:8]=2)[CH:3]=[C:2]1[C:10]([O:12][CH2:13][CH3:14])=[O:11], predict the reactants needed to synthesize it. (5) Given the product [O:1]([CH2:8][CH:9]([C:11]1[CH:12]=[CH:13][CH:14]=[CH:15][CH:16]=1)[OH:10])[C:2]1[CH:3]=[CH:4][CH:5]=[CH:6][CH:7]=1, predict the reactants needed to synthesize it. The reactants are: [O:1]([CH2:8][C:9]([C:11]1[CH:16]=[CH:15][CH:14]=[CH:13][CH:12]=1)=[O:10])[C:2]1[CH:7]=[CH:6][CH:5]=[CH:4][CH:3]=1.[BH4-].[Na+]. (6) Given the product [NH:10]1[C:2]2=[N:3][CH:4]=[CH:5][CH:6]=[C:7]2[C:8]([NH2:9])=[N:11]1, predict the reactants needed to synthesize it. The reactants are: Cl[C:2]1[C:7]([C:8]#[N:9])=[CH:6][CH:5]=[CH:4][N:3]=1.[NH2:10][NH2:11].O1CCOCC1. (7) Given the product [ClH:1].[N+:6]([C:9]1[C:22]2[C:13](=[N:14][C:15]3[C:20]([C:21]=2[NH:2][CH2:3][CH2:4][OH:5])=[CH:19][CH:18]=[CH:17][CH:16]=3)[CH:12]=[CH:11][CH:10]=1)([O-:8])=[O:7], predict the reactants needed to synthesize it. The reactants are: [ClH:1].[NH2:2][CH2:3][CH2:4][OH:5].[N+:6]([C:9]1[C:22]2[C:13](=[N:14][C:15]3[C:20]([C:21]=2OC2C=CC=CC=2)=[CH:19][CH:18]=[CH:17][CH:16]=3)[CH:12]=[CH:11][CH:10]=1)([O-:8])=[O:7].Cl.